The task is: Predict the reaction yield, written as a fraction of the theoretical maximum amount of product (1.0 means a 100% yield; for example, 0.34 means a 34% yield).. This data is from Reaction yield outcomes from USPTO patents with 853,638 reactions. (1) The reactants are C([Li])CCC.C(NC(C)C)(C)C.[Li+].CC([N-]C(C)C)C.[CH3:21][O:22][C:23]1[CH:39]=[CH:38][C:26]([CH2:27][N:28]2[CH:32]=[C:31]([C:33]([O:35][CH2:36][CH3:37])=[O:34])[CH:30]=[N:29]2)=[CH:25][CH:24]=1.CON(C)[C:43]([CH:45]1[CH2:47][CH2:46]1)=[O:44]. The catalyst is C1COCC1.CCOC(C)=O. The product is [CH:45]1([C:43]([C:30]2[C:31]([C:33]([O:35][CH2:36][CH3:37])=[O:34])=[CH:32][N:28]([CH2:27][C:26]3[CH:25]=[CH:24][C:23]([O:22][CH3:21])=[CH:39][CH:38]=3)[N:29]=2)=[O:44])[CH2:47][CH2:46]1. The yield is 0.0900. (2) The reactants are [NH:1]1[C:9]2[C:4](=[CH:5][CH:6]=[CH:7][CH:8]=2)[C:3]([C:10]2[C:15]([CH3:16])=[CH:14][N:13]=[C:12]([NH:17][C:18]3[CH:23]=[C:22]([N+:24]([O-])=O)[C:21]([N:27]4[CH2:32][CH2:31][N:30]([CH3:33])[CH2:29][CH2:28]4)=[CH:20][C:19]=3[O:34][CH3:35])[N:11]=2)=[CH:2]1.[NH4+].[Cl-].O.C(Cl)Cl. The catalyst is C(O)C.[Fe].CO. The product is [NH:1]1[C:9]2[C:4](=[CH:5][CH:6]=[CH:7][CH:8]=2)[C:3]([C:10]2[C:15]([CH3:16])=[CH:14][N:13]=[C:12]([NH:17][C:18]3[CH:23]=[C:22]([NH2:24])[C:21]([N:27]4[CH2:28][CH2:29][N:30]([CH3:33])[CH2:31][CH2:32]4)=[CH:20][C:19]=3[O:34][CH3:35])[N:11]=2)=[CH:2]1. The yield is 0.770. (3) The reactants are [CH2:1]([N:8]=[C:9]1[CH2:14][CH2:13][CH:12]([C:15]2[CH:20]=[CH:19][C:18]([O:21][Si:22]([C:25]([CH3:28])([CH3:27])[CH3:26])([CH3:24])[CH3:23])=[CH:17][C:16]=2[O:29][Si:30]([C:33]([CH3:36])([CH3:35])[CH3:34])([CH3:32])[CH3:31])[CH2:11][CH2:10]1)[C:2]1[CH:7]=[CH:6][CH:5]=[CH:4][CH:3]=1.O1CCCC1.CO.[BH4-].[Na+]. The catalyst is C(OCC)C.[OH-].[Na+]. The product is [CH2:1]([NH:8][C@H:9]1[CH2:10][CH2:11][C@H:12]([C:15]2[CH:20]=[CH:19][C:18]([O:21][Si:22]([C:25]([CH3:27])([CH3:28])[CH3:26])([CH3:23])[CH3:24])=[CH:17][C:16]=2[O:29][Si:30]([C:33]([CH3:36])([CH3:35])[CH3:34])([CH3:31])[CH3:32])[CH2:13][CH2:14]1)[C:2]1[CH:7]=[CH:6][CH:5]=[CH:4][CH:3]=1. The yield is 0.540. (4) The reactants are S(O[CH2:12][CH2:13][O:14][CH2:15][CH2:16][O:17][CH2:18][CH2:19][O:20][CH2:21][CH2:22][O:23][CH2:24][CH2:25][O:26][CH2:27][CH2:28][O:29][CH2:30][CH2:31][O:32][CH2:33][CH2:34][O:35][CH2:36][CH2:37][O:38][CH2:39][CH2:40][O:41][CH2:42][CH2:43][O:44][CH2:45][CH2:46][O:47][CH2:48][CH2:49][C:50]([O:52][CH3:53])=[O:51])(C1C=CC(C)=CC=1)(=O)=O.[NH2:54][C:55]1[CH:56]=[C:57]([CH2:63][OH:64])[CH:58]=[C:59]([CH2:61][OH:62])[CH:60]=1.C(=O)([O-])[O-].[K+].[K+]. The catalyst is CN(C=O)C. The product is [OH:62][CH2:61][C:59]1[CH:60]=[C:55]([NH:54][CH2:12][CH2:13][O:14][CH2:15][CH2:16][O:17][CH2:18][CH2:19][O:20][CH2:21][CH2:22][O:23][CH2:24][CH2:25][O:26][CH2:27][CH2:28][O:29][CH2:30][CH2:31][O:32][CH2:33][CH2:34][O:35][CH2:36][CH2:37][O:38][CH2:39][CH2:40][O:41][CH2:42][CH2:43][O:44][CH2:45][CH2:46][O:47][CH2:48][CH2:49][C:50]([O:52][CH3:53])=[O:51])[CH:56]=[C:57]([CH2:63][OH:64])[CH:58]=1. The yield is 0.420. (5) The catalyst is [C-]#N.[Zn+2].[C-]#N.C1C=CC(/C=C/C(/C=C/C2C=CC=CC=2)=O)=CC=1.C1C=CC(/C=C/C(/C=C/C2C=CC=CC=2)=O)=CC=1.C1C=CC(/C=C/C(/C=C/C2C=CC=CC=2)=O)=CC=1.[Pd].[Pd]. The product is [C:9]([C:5]1[C:4]([OH:12])=[CH:3][C:2]([C:55]#[N:56])=[C:7]([CH3:8])[CH:6]=1)(=[O:11])[CH3:10]. The reactants are Br[C:2]1[C:7]([CH3:8])=[CH:6][C:5]([C:9](=[O:11])[CH3:10])=[C:4]([OH:12])[CH:3]=1.CC1(C)C2C=CC=C(P(C3C=CC=CC=3)C3C=CC=CC=3)C=2OC2C1=CC=CC=2P(C1C=CC=CC=1)C1C=CC=CC=1.[CH3:55][N:56](C)C=O. The yield is 0.980.